Task: Regression/Classification. Given a drug SMILES string, predict its absorption, distribution, metabolism, or excretion properties. Task type varies by dataset: regression for continuous measurements (e.g., permeability, clearance, half-life) or binary classification for categorical outcomes (e.g., BBB penetration, CYP inhibition). Dataset: cyp1a2_veith.. Dataset: CYP1A2 inhibition data for predicting drug metabolism from PubChem BioAssay (1) The compound is Cc1ccc(C(=O)Nc2nccc(-c3cccs3)n2)cc1. The result is 1 (inhibitor). (2) The molecule is COc1ccc(-n2c(=O)c(-c3cn(C)c4ccccc34)nc3cnc(OC)nc32)cc1. The result is 0 (non-inhibitor). (3) The molecule is COc1ccc2[nH]cc(CCNc3ncnc4ccc(-c5cccnc5)cc34)c2c1. The result is 1 (inhibitor).